From a dataset of Full USPTO retrosynthesis dataset with 1.9M reactions from patents (1976-2016). Predict the reactants needed to synthesize the given product. (1) Given the product [O:21]1[C:25]2[CH:26]=[CH:27][CH:28]=[CH:29][C:24]=2[C:23]([NH:30][C:31]([N:33]2[CH2:38][CH2:37][N:36]([C:2]3[S:6][N:5]=[C:4]([N:7]4[CH2:12][CH2:11][CH:10]([OH:13])[CH2:9][CH2:8]4)[N:3]=3)[CH2:35][CH2:34]2)=[O:32])=[N:22]1, predict the reactants needed to synthesize it. The reactants are: Cl[C:2]1[S:6][N:5]=[C:4]([N:7]2[CH2:12][CH2:11][CH:10]([OH:13])[CH2:9][CH2:8]2)[N:3]=1.FC(F)(F)C(O)=O.[O:21]1[C:25]2[CH:26]=[CH:27][CH:28]=[CH:29][C:24]=2[C:23]([NH:30][C:31]([N:33]2[CH2:38][CH2:37][NH:36][CH2:35][CH2:34]2)=[O:32])=[N:22]1.C(N(CC)CC)C.O. (2) Given the product [F:17][C:2]([F:16])=[CH:3][CH:4]1[CH2:8][N:7]([CH2:9][N:10]2[CH:14]=[CH:13][N:12]=[CH:11]2)[C:6](=[O:15])[CH2:5]1, predict the reactants needed to synthesize it. The reactants are: Br[C:2]([F:17])([F:16])[CH2:3][CH:4]1[CH2:8][N:7]([CH2:9][N:10]2[CH:14]=[CH:13][N:12]=[CH:11]2)[C:6](=[O:15])[CH2:5]1.N12CCCC=C1CCCCN2. (3) The reactants are: [CH3:1][O:2][C:3]1[CH:8]=[CH:7][C:6]([C:9]([S:11][CH3:12])=S)=[CH:5][CH:4]=1.[N:13]#[C:14][NH2:15].C[O-].[K+].[C:19]([O:23][CH2:24]C)(=[O:22])CS.C(N(CC)CC)C. Given the product [NH2:13][C:14]1[N:15]=[C:9]([C:6]2[CH:7]=[CH:8][C:3]([O:2][CH3:1])=[CH:4][CH:5]=2)[S:11][C:12]=1[C:19]([O:23][CH3:24])=[O:22], predict the reactants needed to synthesize it. (4) Given the product [C:1]([C:3]1[CH:4]=[C:5]([C@@H:13]([CH2:17][CH:18]2[CH2:19][CH2:20][CH2:21][CH2:22]2)[C:14]([NH:29][C:30]2[CH:34]=[CH:33][N:32]([CH2:35][CH2:36][CH2:37][OH:38])[N:31]=2)=[O:16])[CH:6]=[CH:7][C:8]=1[S:9]([CH3:12])(=[O:11])=[O:10])#[N:2], predict the reactants needed to synthesize it. The reactants are: [C:1]([C:3]1[CH:4]=[C:5]([C@@H:13]([CH2:17][CH:18]2[CH2:22][CH2:21][CH2:20][CH2:19]2)[C:14]([OH:16])=O)[CH:6]=[CH:7][C:8]=1[S:9]([CH3:12])(=[O:11])=[O:10])#[N:2].C(Cl)(=O)C(Cl)=O.[NH2:29][C:30]1[CH:34]=[CH:33][N:32]([CH2:35][CH2:36][CH2:37][OH:38])[N:31]=1.N1C(C)=CC=CC=1C.